Dataset: Full USPTO retrosynthesis dataset with 1.9M reactions from patents (1976-2016). Task: Predict the reactants needed to synthesize the given product. (1) The reactants are: Cl.[CH3:2][O:3][C:4](=[O:17])[C@@H:5]([CH2:7][C:8]1[C:16]2[C:11](=[CH:12][CH:13]=[CH:14][CH:15]=2)[NH:10][CH:9]=1)[NH2:6].[CH:18]1[C:23]([CH:24]=O)=[CH:22][C:21]2[O:26][CH2:27][O:28][C:20]=2[CH:19]=1.S([O-])([O-])(=O)=O.[Mg+2].C(=O)(O)[O-].[Na+]. Given the product [CH3:2][O:3][C:4]([C@@H:5]1[NH:6][C@H:24]([C:23]2[CH:18]=[CH:19][C:20]3[O:28][CH2:27][O:26][C:21]=3[CH:22]=2)[C:9]2[NH:10][C:11]3[C:16]([C:8]=2[CH2:7]1)=[CH:15][CH:14]=[CH:13][CH:12]=3)=[O:17], predict the reactants needed to synthesize it. (2) The reactants are: [C:1]([SiH2:5][O:6][C:7]([C:37]1[CH:42]=[CH:41][CH:40]=[CH:39][CH:38]=1)([C:31]1[CH:36]=[CH:35][CH:34]=[CH:33][CH:32]=1)[C:8]([NH:12][C:13](=[O:30])[CH:14]([O:17][C:18]1[CH:19]=[C:20]2[C:25](=[CH:26][CH:27]=1)[N:24]=[CH:23][C:22]([C:28]#[CH:29])=[CH:21]2)[S:15][CH3:16])([CH3:11])[CH2:9][OH:10])([CH3:4])([CH3:3])[CH3:2].CC(OI1(OC(C)=O)(OC(C)=O)OC(=O)C2C=CC=CC1=2)=O. Given the product [C:1]([SiH2:5][O:6][C:7]([C:37]1[CH:42]=[CH:41][CH:40]=[CH:39][CH:38]=1)([C:31]1[CH:32]=[CH:33][CH:34]=[CH:35][CH:36]=1)[C:8]([NH:12][C:13](=[O:30])[CH:14]([O:17][C:18]1[CH:19]=[C:20]2[C:25](=[CH:26][CH:27]=1)[N:24]=[CH:23][C:22]([C:28]#[CH:29])=[CH:21]2)[S:15][CH3:16])([CH3:11])[CH:9]=[O:10])([CH3:2])([CH3:3])[CH3:4], predict the reactants needed to synthesize it. (3) Given the product [CH3:11][O:12][CH2:13][CH2:14][CH2:15][CH2:16][CH2:17][O:18][C:19]1[CH:27]=[CH:26][C:22]([CH2:23][CH:24]=[O:25])=[CH:21][CH:20]=1, predict the reactants needed to synthesize it. The reactants are: C(Cl)(=O)C(Cl)=O.CS(C)=O.[CH3:11][O:12][CH2:13][CH2:14][CH2:15][CH2:16][CH2:17][O:18][C:19]1[CH:27]=[CH:26][C:22]([CH2:23][CH2:24][OH:25])=[CH:21][CH:20]=1.C(N(CC)CC)C. (4) Given the product [C:4]([O:3][C:1](=[O:2])[NH:8][CH2:9][C:10]([N:59]1[CH2:60][CH:61]=[C:56]([C:49]2[C:48]3[C:53](=[CH:54][CH:55]=[C:46]([O:45][CH3:44])[N:47]=3)[N:52]=[CH:51][CH:50]=2)[CH2:57][CH2:58]1)=[O:12])([CH3:5])([CH3:6])[CH3:7], predict the reactants needed to synthesize it. The reactants are: [C:1]([NH:8][CH2:9][C:10]([OH:12])=O)([O:3][C:4]([CH3:7])([CH3:6])[CH3:5])=[O:2].C(N(CC)CC)C.CN(C(ON1N=NC2C=CC=NC1=2)=[N+](C)C)C.F[P-](F)(F)(F)(F)F.[CH3:44][O:45][C:46]1[CH:55]=[CH:54][C:53]2[C:48](=[C:49]([C:56]3[CH2:57][CH2:58][NH:59][CH2:60][CH:61]=3)[CH:50]=[CH:51][N:52]=2)[N:47]=1. (5) The reactants are: Cl[CH2:2][CH2:3][CH2:4][CH2:5][CH:6]([C:18]1[NH:22][N:21]=[C:20]([NH:23][C:24]2[CH:29]=[CH:28][C:27]([N:30]3[CH:34]=[C:33]([Cl:35])[N:32]=[CH:31]3)=[C:26]([O:36][CH3:37])[CH:25]=2)[N:19]=1)[C:7]1[CH:12]=[CH:11][C:10]([O:13][CH2:14][CH:15]([F:17])[F:16])=[CH:9][CH:8]=1.[I-].[Na+]. Given the product [Cl:35][C:33]1[N:32]=[CH:31][N:30]([C:27]2[CH:28]=[CH:29][C:24]([NH:23][C:20]3[N:19]=[C:18]4[CH:6]([C:7]5[CH:12]=[CH:11][C:10]([O:13][CH2:14][CH:15]([F:17])[F:16])=[CH:9][CH:8]=5)[CH2:5][CH2:4][CH2:3][CH2:2][N:22]4[N:21]=3)=[CH:25][C:26]=2[O:36][CH3:37])[CH:34]=1, predict the reactants needed to synthesize it.